Dataset: Reaction yield outcomes from USPTO patents with 853,638 reactions. Task: Predict the reaction yield, written as a fraction of the theoretical maximum amount of product (1.0 means a 100% yield; for example, 0.34 means a 34% yield). (1) The reactants are [Cl:1][C:2]1[CH:23]=[C:22]([Cl:24])[CH:21]=[CH:20][C:3]=1[CH2:4][N:5]1[C:9]([CH2:10][CH2:11][C:12]([OH:14])=O)=[CH:8][C:7]([O:15][CH2:16][CH2:17][O:18][CH3:19])=[N:6]1.[CH2:25]([S:30]([NH2:33])(=[O:32])=[O:31])[CH2:26][CH2:27][CH2:28][CH3:29].N12CCCN=C1CCCCC2. The catalyst is O1CCCC1. The product is [Cl:1][C:2]1[CH:23]=[C:22]([Cl:24])[CH:21]=[CH:20][C:3]=1[CH2:4][N:5]1[C:9]([CH2:10][CH2:11][C:12]([NH:33][S:30]([CH2:25][CH2:26][CH2:27][CH2:28][CH3:29])(=[O:32])=[O:31])=[O:14])=[CH:8][C:7]([O:15][CH2:16][CH2:17][O:18][CH3:19])=[N:6]1. The yield is 0.300. (2) The yield is 0.940. The reactants are [F:1][C:2]1[CH:7]=[C:6]([C:8]([F:11])([F:10])[F:9])[CH:5]=[CH:4][C:3]=1[CH:12]1[CH2:17][CH:16]([C:18]([O:20]C)=[O:19])[CH2:15][CH2:14][N:13]1[C:22]([O:24][CH3:25])=[O:23].[Br-].[Li+].CCN(CC)CC.CC(OC)(C)C. The product is [F:1][C:2]1[CH:7]=[C:6]([C:8]([F:10])([F:9])[F:11])[CH:5]=[CH:4][C:3]=1[CH:12]1[CH2:17][CH:16]([C:18]([OH:20])=[O:19])[CH2:15][CH2:14][N:13]1[C:22]([O:24][CH3:25])=[O:23]. The catalyst is C(#N)C.O. (3) The reactants are [NH2:1][C:2]1[S:3][C:4]2[CH2:15][CH2:14][CH2:13][CH2:12][C:5]=2[C:6]=1[C:7](OCC)=[O:8].[CH:16]([NH2:18])=O. The catalyst is O. The product is [C:5]12[CH2:12][CH2:13][CH2:14][CH2:15][C:4]=1[S:3][C:2]1[N:1]=[CH:16][N:18]=[C:7]([OH:8])[C:6]2=1. The yield is 0.810. (4) The reactants are Cl[C:2]1[C:7]2=[CH:8][N:9]([C:11]3[C:16]([Cl:17])=[CH:15][CH:14]=[CH:13][C:12]=3[Cl:18])[N:10]=[C:6]2[CH:5]=[CH:4][N:3]=1.[NH2:19][C:20]1[N:25]=[CH:24][N:23]=[C:22]([CH:26]([OH:28])[CH3:27])[CH:21]=1.CC1(C)C2C(=C(P(C3C=CC=CC=3)C3C=CC=CC=3)C=CC=2)OC2C(P(C3C=CC=CC=3)C3C=CC=CC=3)=CC=CC1=2.C(=O)([O-])[O-].[Cs+].[Cs+]. The catalyst is O1CCOCC1.C1C=CC(/C=C/C(/C=C/C2C=CC=CC=2)=O)=CC=1.C1C=CC(/C=C/C(/C=C/C2C=CC=CC=2)=O)=CC=1.C1C=CC(/C=C/C(/C=C/C2C=CC=CC=2)=O)=CC=1.[Pd].[Pd]. The product is [Cl:18][C:12]1[CH:13]=[CH:14][CH:15]=[C:16]([Cl:17])[C:11]=1[N:9]1[CH:8]=[C:7]2[C:2]([NH:19][C:20]3[N:25]=[CH:24][N:23]=[C:22]([CH:26]([OH:28])[CH3:27])[CH:21]=3)=[N:3][CH:4]=[CH:5][C:6]2=[N:10]1. The yield is 0.210. (5) The catalyst is C(O)C. The product is [C:4]([C:3]1[CH:6]=[C:7]([CH:8]=[CH:9][C:2]=1[Cl:1])[NH2:10])#[N:5]. The yield is 0.510. The reactants are [Cl:1][C:2]1[CH:9]=[CH:8][C:7]([N+:10]([O-])=O)=[CH:6][C:3]=1[C:4]#[N:5].[OH-].[Na+]. (6) The reactants are [CH2:1]([O:3][C:4]1[CH:9]=[CH:8][C:7](B(O)O)=[CH:6][CH:5]=1)[CH3:2].Br[C:14]1[CH:15]=[C:16]([CH:18]=[CH:19][CH:20]=1)[NH2:17].C([O-])([O-])=O.[Na+].[Na+]. The catalyst is COCCOC.C1C=CC([P]([Pd]([P](C2C=CC=CC=2)(C2C=CC=CC=2)C2C=CC=CC=2)([P](C2C=CC=CC=2)(C2C=CC=CC=2)C2C=CC=CC=2)[P](C2C=CC=CC=2)(C2C=CC=CC=2)C2C=CC=CC=2)(C2C=CC=CC=2)C2C=CC=CC=2)=CC=1. The product is [CH2:1]([O:3][C:4]1[CH:9]=[CH:8][C:7]([C:14]2[CH:20]=[CH:19][CH:18]=[C:16]([NH2:17])[CH:15]=2)=[CH:6][CH:5]=1)[CH3:2]. The yield is 0.680. (7) The reactants are [CH:1]([C:4]1[C:5]([O:34][CH2:35][O:36][CH3:37])=[CH:6][C:7]([O:30][CH2:31][O:32][CH3:33])=[C:8]([C:10]2[N:11]([C:16]3[CH:21]=[CH:20][C:19]([CH2:22][N:23]4[CH2:28][CH2:27][N:26]([CH3:29])[CH2:25][CH2:24]4)=[CH:18][CH:17]=3)[C:12](=[S:15])[NH:13][N:14]=2)[CH:9]=1)([CH3:3])[CH3:2].[C:38](=O)([O-])[O-].[K+].[K+].C(O)C.CI. The catalyst is C(OCC)C. The product is [CH:1]([C:4]1[C:5]([O:34][CH2:35][O:36][CH3:37])=[CH:6][C:7]([O:30][CH2:31][O:32][CH3:33])=[C:8]([C:10]2[N:11]([C:16]3[CH:17]=[CH:18][C:19]([CH2:22][N:23]4[CH2:28][CH2:27][N:26]([CH3:29])[CH2:25][CH2:24]4)=[CH:20][CH:21]=3)[C:12]([S:15][CH3:38])=[N:13][N:14]=2)[CH:9]=1)([CH3:3])[CH3:2]. The yield is 0.630.